Dataset: Forward reaction prediction with 1.9M reactions from USPTO patents (1976-2016). Task: Predict the product of the given reaction. (1) Given the reactants [CH2:1]([OH:13])[CH2:2][O:3][CH2:4][CH2:5][O:6][CH2:7][CH2:8][O:9][CH2:10][CH2:11][OH:12].[CH3:14]C(C)([O-])C.[K+].CO[CH2:22][CH2:23][O:24][CH2:25][CH2:26][O:27][CH2:28][CH2:29][OH:30], predict the reaction product. The product is: [CH3:14][O:12][CH2:11][CH2:10][O:9][CH2:8][CH2:7][O:6][CH2:5][CH2:4][O:3][CH2:2][CH2:1][O:13][CH2:22][CH2:23][O:24][CH2:25][CH2:26][O:27][CH2:28][CH2:29][OH:30]. (2) Given the reactants [S:1]1[CH:5]=[CH:4][CH:3]=[C:2]1[CH2:6][CH2:7][NH2:8].[Br:9][C:10]1[CH:11]=[C:12]2[C:18]([C:19](OC)=[O:20])=[CH:17][NH:16][C:13]2=[N:14][CH:15]=1, predict the reaction product. The product is: [Br:9][C:10]1[CH:11]=[C:12]2[C:18]([C:19]([NH:8][CH2:7][CH2:6][C:2]3[S:1][CH:5]=[CH:4][CH:3]=3)=[O:20])=[CH:17][NH:16][C:13]2=[N:14][CH:15]=1. (3) The product is: [F:44][C:45]([F:50])([F:49])[C:46]([OH:48])=[O:47].[N:1]1[CH:6]=[CH:5][C:4]([NH:7][S:8]([C:11]2[CH:20]=[CH:19][C:18]3[C:13](=[CH:14][CH:15]=[CH:16][C:17]=3[C:21]3[CH:26]=[CH:25][C:24]([C:27]([F:28])([F:29])[F:30])=[CH:23][C:22]=3[C:31]3[CH2:36][CH2:35][NH:34][CH2:33][CH:32]=3)[CH:12]=2)(=[O:10])=[O:9])=[N:3][CH:2]=1. Given the reactants [N:1]1[CH:6]=[CH:5][C:4]([NH:7][S:8]([C:11]2[CH:12]=[C:13]3[C:18](=[CH:19][CH:20]=2)[C:17]([C:21]2[CH:26]=[CH:25][C:24]([C:27]([F:30])([F:29])[F:28])=[CH:23][C:22]=2[C:31]2[CH2:36][CH2:35][N:34](C(OC(C)(C)C)=O)[CH2:33][CH:32]=2)=[CH:16][CH:15]=[CH:14]3)(=[O:10])=[O:9])=[N:3][CH:2]=1.[F:44][C:45]([F:50])([F:49])[C:46]([OH:48])=[O:47], predict the reaction product. (4) Given the reactants [C:1]([O:5][C:6](=[O:17])[NH:7][C@H:8]([C:10]1[CH:15]=[CH:14][CH:13]=[C:12]([OH:16])[CH:11]=1)[CH3:9])([CH3:4])([CH3:3])[CH3:2].Br[C:19]1[N:24]=[CH:23][CH:22]=[CH:21][N:20]=1.C(=O)([O-])[O-].[K+].[K+].N1C=CC=CC=1, predict the reaction product. The product is: [C:1]([O:5][C:6](=[O:17])[NH:7][C@H:8]([C:10]1[CH:15]=[CH:14][CH:13]=[C:12]([O:16][C:19]2[N:24]=[CH:23][CH:22]=[CH:21][N:20]=2)[CH:11]=1)[CH3:9])([CH3:2])([CH3:3])[CH3:4]. (5) Given the reactants [Br:1][C:2]1[C:10](F)=[CH:9][C:5]([C:6]([OH:8])=[O:7])=[C:4]([N+:12]([O-:14])=[O:13])[CH:3]=1.[F:15][C:16]1[CH:21]=[C:20]([F:22])[CH:19]=[CH:18][C:17]=1[OH:23].C(=O)([O-])[O-].[Cs+].[Cs+].Cl, predict the reaction product. The product is: [Br:1][C:2]1[C:10]([O:23][C:17]2[CH:18]=[CH:19][C:20]([F:22])=[CH:21][C:16]=2[F:15])=[CH:9][C:5]([C:6]([OH:8])=[O:7])=[C:4]([N+:12]([O-:14])=[O:13])[CH:3]=1. (6) Given the reactants [Cl:1][C:2]1[CH:3]=[C:4]([N+:9]([O-:11])=[O:10])[CH:5]=[CH:6][C:7]=1Cl.[O:12]1[C:16]2([CH2:21][CH2:20][NH:19][CH2:18][CH2:17]2)[O:15][CH2:14][CH2:13]1, predict the reaction product. The product is: [Cl:1][C:2]1[CH:3]=[C:4]([N+:9]([O-:11])=[O:10])[CH:5]=[CH:6][C:7]=1[N:19]1[CH2:20][CH2:21][C:16]2([O:15][CH2:14][CH2:13][O:12]2)[CH2:17][CH2:18]1. (7) Given the reactants [C:1]([C:5]1[CH:10]=[CH:9][C:8]([S:11]([N:14]([CH2:22][C:23]([OH:25])=O)[C:15]2[CH:20]=[CH:19][C:18]([CH3:21])=[CH:17][CH:16]=2)(=[O:13])=[O:12])=[CH:7][CH:6]=1)([CH3:4])([CH3:3])[CH3:2].[N:26]1[CH:31]=[CH:30][CH:29]=[CH:28][C:27]=1[CH2:32][NH:33][CH2:34][CH2:35][CH2:36][OH:37], predict the reaction product. The product is: [C:1]([C:5]1[CH:10]=[CH:9][C:8]([S:11]([N:14]([C:15]2[CH:20]=[CH:19][C:18]([CH3:21])=[CH:17][CH:16]=2)[CH2:22][C:23]([N:33]([CH2:34][CH2:35][CH2:36][OH:37])[CH2:32][C:27]2[CH:28]=[CH:29][CH:30]=[CH:31][N:26]=2)=[O:25])(=[O:13])=[O:12])=[CH:7][CH:6]=1)([CH3:3])([CH3:4])[CH3:2]. (8) Given the reactants [CH3:1][O:2][C:3]1[CH:4]=[C:5]([CH2:9][CH2:10][NH2:11])[CH:6]=[CH:7][CH:8]=1.C(N(CC)CC)C.[F:19][C:20]([F:33])([F:32])[C:21]([N:23]1[CH2:28][CH2:27][CH:26]([C:29](Cl)=[O:30])[CH2:25][CH2:24]1)=[O:22], predict the reaction product. The product is: [CH3:1][O:2][C:3]1[CH:4]=[C:5]([CH2:9][CH2:10][NH:11][C:29]([CH:26]2[CH2:25][CH2:24][N:23]([C:21](=[O:22])[C:20]([F:33])([F:19])[F:32])[CH2:28][CH2:27]2)=[O:30])[CH:6]=[CH:7][CH:8]=1. (9) Given the reactants C1C2C(COC([NH:18][NH:19][C:20]([C:22]3[C:23]([Cl:39])=[N:24][C:25]4[CH2:26][CH2:27][CH:28]([CH3:38])[CH2:29][C:30]=4[C:31]=3[C:32]3[CH:37]=[CH:36][CH:35]=[CH:34][CH:33]=3)=[O:21])=O)C3C(=CC=CC=3)C=2C=CC=1.N1CCCCC1.O, predict the reaction product. The product is: [Cl:39][C:23]1[C:22]([C:20]([NH:19][NH2:18])=[O:21])=[C:31]([C:32]2[CH:33]=[CH:34][CH:35]=[CH:36][CH:37]=2)[C:30]2[CH2:29][CH:28]([CH3:38])[CH2:27][CH2:26][C:25]=2[N:24]=1. (10) Given the reactants Cl[C:2]1[N:6]([CH2:7][CH2:8][O:9][CH2:10][CH3:11])[C:5]2[CH:12]=[CH:13][CH:14]=[CH:15][C:4]=2[N:3]=1.[NH:16]1[CH2:22][CH2:21][CH2:20][NH:19][CH2:18][CH2:17]1.N12CCCN=C1CCCCC2.N1C=CC=CC=1, predict the reaction product. The product is: [NH3:3].[CH3:8][OH:9].[CH2:10]([O:9][CH2:8][CH2:7][N:6]1[C:5]2[CH:12]=[CH:13][CH:14]=[CH:15][C:4]=2[N:3]=[C:2]1[N:16]1[CH2:22][CH2:21][CH2:20][NH:19][CH2:18][CH2:17]1)[CH3:11].